From a dataset of Full USPTO retrosynthesis dataset with 1.9M reactions from patents (1976-2016). Predict the reactants needed to synthesize the given product. The reactants are: [C:1]1([C:46]2[CH:51]=[CH:50][CH:49]=[CH:48][CH:47]=2)[CH:6]=[CH:5][C:4]([N:7]([C:34]2[CH:39]=[CH:38][C:37]([C:40]3[CH:45]=[CH:44][CH:43]=[CH:42][CH:41]=3)=[CH:36][CH:35]=2)[C:8]2[C:20]3[C:19]([C:27]4[CH:32]=[CH:31][CH:30]=[CH:29][CH:28]=4)([C:21]4[CH:26]=[CH:25][CH:24]=[CH:23][CH:22]=4)[C:18]4[C:13](=[CH:14][CH:15]=[CH:16][CH:17]=4)[C:12]=3[C:11](O)=[CH:10][CH:9]=2)=[CH:3][CH:2]=1.O1[C:56]2=CC=CC(B(O)O)=[C:55]2[CH:54]=[C:53]1[C:64]1O[C:66]2[CH:72]=[CH:71][CH:70]=[CH:69][C:67]=2[CH:68]=1.[OH-:73].[NH3+]N. Given the product [C:1]1([C:46]2[CH:51]=[CH:50][CH:49]=[CH:48][CH:47]=2)[CH:6]=[CH:5][C:4]([N:7]([C:34]2[CH:39]=[CH:38][C:37]([C:40]3[CH:45]=[CH:44][CH:43]=[CH:42][CH:41]=3)=[CH:36][CH:35]=2)[C:8]2[C:20]3[C:19]([C:27]4[CH:32]=[CH:31][CH:30]=[CH:29][CH:28]=4)([C:21]4[CH:26]=[CH:25][CH:24]=[CH:23][CH:22]=4)[C:18]4[C:13](=[CH:14][CH:15]=[CH:16][CH:17]=4)[C:12]=3[C:11]([C:72]3[C:66]4[O:73][C:64]5[CH:53]=[CH:54][CH:55]=[CH:56][C:68]=5[C:67]=4[CH:69]=[CH:70][CH:71]=3)=[CH:10][CH:9]=2)=[CH:3][CH:2]=1, predict the reactants needed to synthesize it.